This data is from Catalyst prediction with 721,799 reactions and 888 catalyst types from USPTO. The task is: Predict which catalyst facilitates the given reaction. (1) Reactant: [CH3:1][N:2]1[C:7](=[O:8])[C:6]2=[C:9]([S:23][CH2:24][CH2:25][CH2:26][C:27]([O:29]C)=[O:28])[N:10]([CH2:12][C:13]3[C:22]4[C:17](=[CH:18][CH:19]=[CH:20][CH:21]=4)[CH:16]=[CH:15][CH:14]=3)[CH:11]=[C:5]2[N:4]([CH2:31][CH:32]([CH3:34])[CH3:33])[C:3]1=[O:35].Cl. Product: [CH3:1][N:2]1[C:7](=[O:8])[C:6]2=[C:9]([S:23][CH2:24][CH2:25][CH2:26][C:27]([OH:29])=[O:28])[N:10]([CH2:12][C:13]3[C:22]4[C:17](=[CH:18][CH:19]=[CH:20][CH:21]=4)[CH:16]=[CH:15][CH:14]=3)[CH:11]=[C:5]2[N:4]([CH2:31][CH:32]([CH3:33])[CH3:34])[C:3]1=[O:35]. The catalyst class is: 83. (2) Reactant: [CH:1]1([N:4]2[C:13]3[C:8](=[C:9]([N+:18]([O-])=O)[C:10]([O:16][CH3:17])=[C:11]([O:14][CH3:15])[CH:12]=3)[C:7](=[O:21])[C:6]([C:22]([OH:24])=[O:23])=[CH:5]2)[CH2:3][CH2:2]1.O.O.O.O.O.O.O.O.O.[S-2].[Na+].[Na+]. Product: [NH2:18][C:9]1[C:10]([O:16][CH3:17])=[C:11]([O:14][CH3:15])[CH:12]=[C:13]2[C:8]=1[C:7](=[O:21])[C:6]([C:22]([OH:24])=[O:23])=[CH:5][N:4]2[CH:1]1[CH2:2][CH2:3]1. The catalyst class is: 40. (3) Reactant: [Cl:1][C:2]1[CH:7]=[CH:6][CH:5]=[C:4]([Cl:8])[C:3]=1[C:9]([CH3:13])([CH3:12])[C:10]#[N:11].[Br:14][C:15]1[CH:21]=[CH:20][C:18]([NH2:19])=[C:17]([F:22])[CH:16]=1.C[Al](C)C.C1(C)C=CC=CC=1. Product: [Br:14][C:15]1[CH:21]=[CH:20][C:18]([NH:19][C:10](=[NH:11])[C:9]([C:3]2[C:2]([Cl:1])=[CH:7][CH:6]=[CH:5][C:4]=2[Cl:8])([CH3:13])[CH3:12])=[C:17]([F:22])[CH:16]=1. The catalyst class is: 673. (4) Reactant: [NH2:1][C:2]1[CH:9]=[CH:8][C:5]([C:6]#[N:7])=[C:4]([C:10]([F:13])([F:12])[F:11])[CH:3]=1.C(N(CC)CC)C.[C:21]([O:24][CH2:25][C:26](Cl)=[O:27])(=[O:23])[CH3:22]. Product: [C:21]([O:24][CH2:25][C:26]([NH:1][C:2]1[CH:9]=[CH:8][C:5]([C:6]#[N:7])=[C:4]([C:10]([F:11])([F:12])[F:13])[CH:3]=1)=[O:27])(=[O:23])[CH3:22]. The catalyst class is: 2. (5) The catalyst class is: 3. Reactant: [CH3:1][O:2][C:3]1[CH:14]=[CH:13][C:6]([CH2:7][NH:8][S:9]([CH3:12])(=[O:11])=[O:10])=[CH:5][CH:4]=1.[H-].[Na+].[H][H].[C:19]1([C:50]2[CH:55]=[CH:54][CH:53]=[CH:52][CH:51]=2)[CH:24]=[CH:23][C:22]([C:25]2[N:26]([C:43]3[CH:48]=[CH:47][C:46]([Cl:49])=[CH:45][CH:44]=3)[C:27](=[O:42])[C:28]3[N:29]=[C:30]([CH2:40]Br)[N:31]([C:34]4[CH:39]=[CH:38][CH:37]=[CH:36][CH:35]=4)[C:32]=3[N:33]=2)=[CH:21][CH:20]=1. Product: [C:19]1([C:50]2[CH:51]=[CH:52][CH:53]=[CH:54][CH:55]=2)[CH:20]=[CH:21][C:22]([C:25]2[N:26]([C:43]3[CH:48]=[CH:47][C:46]([Cl:49])=[CH:45][CH:44]=3)[C:27](=[O:42])[C:28]3[N:29]=[C:30]([CH2:40][N:8]([CH2:7][C:6]4[CH:5]=[CH:4][C:3]([O:2][CH3:1])=[CH:14][CH:13]=4)[S:9]([CH3:12])(=[O:10])=[O:11])[N:31]([C:34]4[CH:35]=[CH:36][CH:37]=[CH:38][CH:39]=4)[C:32]=3[N:33]=2)=[CH:23][CH:24]=1. (6) Reactant: [C:1](=[O:20])([O:18][CH3:19])[O:2][C:3]1[CH:8]=[C:7]([N+:9]([O-])=O)[C:6]([Br:12])=[CH:5][C:4]=1[CH:13]1[CH2:17][CH2:16][CH2:15][CH2:14]1.[BH4-].[Na+].C(OCC)(=O)C.CCCCCC. Product: [C:1](=[O:20])([O:18][CH3:19])[O:2][C:3]1[CH:8]=[C:7]([NH2:9])[C:6]([Br:12])=[CH:5][C:4]=1[CH:13]1[CH2:17][CH2:16][CH2:15][CH2:14]1. The catalyst class is: 888.